From a dataset of Reaction yield outcomes from USPTO patents with 853,638 reactions. Predict the reaction yield, written as a fraction of the theoretical maximum amount of product (1.0 means a 100% yield; for example, 0.34 means a 34% yield). (1) The reactants are [CH3:1][N:2]([CH3:17])[CH2:3][CH2:4][CH2:5][NH:6][C:7]1[N:15]=[CH:14][C:13]([F:16])=[CH:12][C:8]=1[C:9]([OH:11])=O.C(N(CC)CC)C.[C:25]([O:29][C:30](=[O:39])[NH:31][CH:32]1[CH2:37][CH2:36][CH:35]([NH2:38])[CH2:34][CH2:33]1)([CH3:28])([CH3:27])[CH3:26]. The catalyst is C(#N)C. The product is [CH3:17][N:2]([CH3:1])[CH2:3][CH2:4][CH2:5][NH:6][C:7]1[C:8]([C:9]([NH:38][C@@H:35]2[CH2:36][CH2:37][C@H:32]([NH:31][C:30](=[O:39])[O:29][C:25]([CH3:27])([CH3:26])[CH3:28])[CH2:33][CH2:34]2)=[O:11])=[CH:12][C:13]([F:16])=[CH:14][N:15]=1. The yield is 0.410. (2) The reactants are [CH3:1][C:2]1[C:7]2[C:8]([CH2:11][N:12]3[C:16]4[CH:17]=[CH:18][CH:19]=[CH:20][C:15]=4[N:14]=[C:13]3[S:21][CH2:22][CH2:23][CH2:24][C:25]([OH:27])=[O:26])=[CH:9][S:10][C:6]=2[CH:5]=[CH:4][CH:3]=1.C(O)(=O)C.[CH3:32][S:33]([OH:36])(=[O:35])=[O:34]. The catalyst is CC(=O)CC. The product is [CH3:32][S:33]([OH:36])(=[O:35])=[O:34].[CH3:1][C:2]1[C:7]2[C:8]([CH2:11][N:12]3[C:16]4[CH:17]=[CH:18][CH:19]=[CH:20][C:15]=4[N:14]=[C:13]3[S:21][CH2:22][CH2:23][CH2:24][C:25]([OH:27])=[O:26])=[CH:9][S:10][C:6]=2[CH:5]=[CH:4][CH:3]=1. The yield is 0.880. (3) The reactants are [I:1][C:2]1[CH:3]=[C:4]([CH2:8][CH2:9][C:10](O)=[O:11])[CH:5]=[CH:6][CH:7]=1. The catalyst is C1COCC1. The product is [I:1][C:2]1[CH:3]=[C:4]([CH2:8][CH2:9][CH2:10][OH:11])[CH:5]=[CH:6][CH:7]=1. The yield is 0.810. (4) The reactants are Cl[C:2]1[C:11]2[C:6](=[CH:7][C:8]([O:14][CH2:15][CH2:16][CH2:17][N:18]3[CH2:23][CH2:22][O:21][CH2:20][CH2:19]3)=[C:9]([O:12][CH3:13])[CH:10]=2)[N:5]=[CH:4][N:3]=1.C(=O)([O-])[O-].[K+].[K+].[OH:30][C:31]1[CH:40]=[C:39]2[C:34]([C:35]([CH3:41])=[CH:36][CH:37]=[N:38]2)=[CH:33][CH:32]=1.[OH-].[Na+]. The catalyst is CN(C=O)C. The product is [CH3:13][O:12][C:9]1[CH:10]=[C:11]2[C:6](=[CH:7][C:8]=1[O:14][CH2:15][CH2:16][CH2:17][N:18]1[CH2:23][CH2:22][O:21][CH2:20][CH2:19]1)[N:5]=[CH:4][N:3]=[C:2]2[O:30][C:31]1[CH:40]=[C:39]2[C:34]([C:35]([CH3:41])=[CH:36][CH:37]=[N:38]2)=[CH:33][CH:32]=1. The yield is 0.570. (5) The reactants are [CH2:1]([NH:8][C:9]1[C:10]2[N:11]([CH:29]=[CH:30][C:31]=2Cl)[N:12]=[C:13]([C:15]2[CH:16]=[C:17]([S:21]([NH:24][C:25]([CH3:28])([CH3:27])[CH3:26])(=[O:23])=[O:22])[CH:18]=[N:19][CH:20]=2)[CH:14]=1)[C:2]1[CH:7]=[CH:6][CH:5]=[CH:4][CH:3]=1.[C:33]1(B(O)O)[CH:38]=[CH:37][CH:36]=[CH:35][CH:34]=1.C1(P(C2CCCCC2)C2C=CC=CC=2C2C(C(C)C)=CC(C(C)C)=CC=2C(C)C)CCCCC1.C([O-])([O-])=O.[K+].[K+]. The catalyst is O1CCOCC1.O.CC([O-])=O.CC([O-])=O.[Pd+2]. The product is [CH2:1]([NH:8][C:9]1[C:10]2[N:11]([CH:29]=[CH:30][C:31]=2[C:33]2[CH:38]=[CH:37][CH:36]=[CH:35][CH:34]=2)[N:12]=[C:13]([C:15]2[CH:16]=[C:17]([S:21]([NH:24][C:25]([CH3:28])([CH3:27])[CH3:26])(=[O:23])=[O:22])[CH:18]=[N:19][CH:20]=2)[CH:14]=1)[C:2]1[CH:7]=[CH:6][CH:5]=[CH:4][CH:3]=1. The yield is 0.540. (6) The reactants are [OH:1][C:2]1[CH:7]=[CH:6][C:5]([C:8]([N:10]2[CH2:15][CH2:14][C:13]3([O:20][C:19]4[CH:21]=[CH:22][CH:23]=[CH:24][C:18]=4[N:17]4[CH:25]=[CH:26][CH:27]=[C:16]34)[CH2:12][CH2:11]2)=[O:9])=[CH:4][C:3]=1[O:28][CH3:29].[I-].[Na+].C([O-])([O-])=O.[Cs+].[Cs+].Br[CH2:39][C:40]([O:42][CH3:43])=[O:41]. The catalyst is ClCCCl. The product is [CH3:29][O:28][C:3]1[CH:4]=[C:5]([C:8]([N:10]2[CH2:11][CH2:12][C:13]3([O:20][C:19]4[CH:21]=[CH:22][CH:23]=[CH:24][C:18]=4[N:17]4[CH:25]=[CH:26][CH:27]=[C:16]34)[CH2:14][CH2:15]2)=[O:9])[CH:6]=[CH:7][C:2]=1[O:1][CH2:39][C:40]([O:42][CH3:43])=[O:41]. The yield is 0.590. (7) The reactants are [O:1]=[C:2]1[NH:6][C:5]2[CH:7]=[CH:8][C:9]([CH:11]=[O:12])=[CH:10][C:4]=2[O:3]1.[Br:13][CH2:14][CH2:15][CH2:16]O.C1(P(C2C=CC=CC=2)C2C=CC=CC=2)C=CC=CC=1.C1(C)C=CC=CC=1.CCOC(/N=N/C(OCC)=O)=O. The catalyst is C1COCC1. The product is [Br:13][CH2:14][CH2:15][CH2:16][N:6]1[C:5]2[CH:7]=[CH:8][C:9]([CH:11]=[O:12])=[CH:10][C:4]=2[O:3][C:2]1=[O:1]. The yield is 0.580. (8) The reactants are [O:1]1[CH2:6][CH2:5][CH:4]([C:7]([OH:9])=[O:8])[CH2:3][CH2:2]1.[C:10](=O)([O-])[O-].[K+].[K+].S(OC)(OC)(=O)=O. The catalyst is CC(C)=O. The product is [O:1]1[CH2:6][CH2:5][CH:4]([C:7]([O:9][CH3:10])=[O:8])[CH2:3][CH2:2]1. The yield is 0.990. (9) The catalyst is CO.C1(C)C=CC=CC=1. The reactants are [C:1]([O:5][C:6]([NH:8][CH:9]([C:11]1[S:12][C:13]([C:16]([OH:18])=[O:17])=[CH:14][N:15]=1)[CH3:10])=[O:7])([CH3:4])([CH3:3])[CH3:2].[CH3:19][Si](C=[N+]=[N-])(C)C.CCOCC. The yield is 0.830. The product is [C:1]([O:5][C:6]([NH:8][CH:9]([C:11]1[S:12][C:13]([C:16]([O:18][CH3:19])=[O:17])=[CH:14][N:15]=1)[CH3:10])=[O:7])([CH3:2])([CH3:3])[CH3:4]. (10) The reactants are [NH:1]1[C:9]2[C:4](=[CH:5][CH:6]=[CH:7][N:8]=2)[CH:3]=[CH:2]1.[OH-].[Na+].[C:12]1([S:18](Cl)(=[O:20])=[O:19])[CH:17]=[CH:16][CH:15]=[CH:14][CH:13]=1. The catalyst is [Br-].C([N+](CCCC)(CCCC)CCCC)CCC.ClCCl. The product is [C:12]1([S:18]([N:1]2[C:9]3=[N:8][CH:7]=[CH:6][CH:5]=[C:4]3[CH:3]=[CH:2]2)(=[O:20])=[O:19])[CH:17]=[CH:16][CH:15]=[CH:14][CH:13]=1. The yield is 0.892.